From a dataset of Forward reaction prediction with 1.9M reactions from USPTO patents (1976-2016). Predict the product of the given reaction. (1) Given the reactants [Na].C([O:4][C:5]([CH:7]1[CH2:12][CH2:11][N:10]([C:13]([O:15][CH2:16][C:17]2[CH:22]=[CH:21][CH:20]=[CH:19][CH:18]=2)=[O:14])[CH2:9][C:8]1=O)=O)C.S(O)(O)(=O)=O.[CH3:29][S:30][C:31](=[NH:33])[NH2:32], predict the reaction product. The product is: [CH2:16]([O:15][C:13]([N:10]1[CH2:11][CH2:12][C:7]2[C:5]([OH:4])=[N:33][C:31]([S:30][CH3:29])=[N:32][C:8]=2[CH2:9]1)=[O:14])[C:17]1[CH:22]=[CH:21][CH:20]=[CH:19][CH:18]=1. (2) Given the reactants [CH3:1][O:2][C:3](=[O:26])[CH2:4][CH2:5][CH:6]([O:8][C:9]1[C:14]([F:15])=[CH:13][C:12](B2OC(C)(C)C(C)(C)O2)=[CH:11][C:10]=1[F:25])[CH3:7].Cl[C:28]1[CH:33]=[CH:32][CH:31]=[C:30]([O:34][CH:35]2[CH2:38][CH2:37][CH2:36]2)[N:29]=1.C([O-])([O-])=O.[Na+].[Na+].N#N, predict the reaction product. The product is: [CH3:1][O:2][C:3](=[O:26])[CH2:4][CH2:5][CH:6]([O:8][C:9]1[C:10]([F:25])=[CH:11][C:12]([C:28]2[CH:33]=[CH:32][CH:31]=[C:30]([O:34][CH:35]3[CH2:38][CH2:37][CH2:36]3)[N:29]=2)=[CH:13][C:14]=1[F:15])[CH3:7]. (3) Given the reactants Br[C:2]1[CH:3]=[C:4]([CH:21]=[C:22]([O:24][CH2:25][C:26]([F:29])([F:28])[F:27])[CH:23]=1)[CH2:5][O:6][C:7]1[CH:12]=[CH:11][CH:10]=[CH:9][C:8]=1[CH2:13][C:14]([O:16][C:17]([CH3:20])([CH3:19])[CH3:18])=[O:15].[C:30]([O:34][C:35]([NH:37][C@@H:38]([C:40]1[C:41]([F:69])=[C:42](C2C=C(O)C=C(COC3C=CC=CC=3CC(OC(C)(C)C)=O)C=2)[CH:43]=[CH:44][CH:45]=1)[CH3:39])=[O:36])([CH3:33])([CH3:32])[CH3:31], predict the reaction product. The product is: [C:30]([O:34][C:35]([NH:37][C@@H:38]([C:40]1[C:41]([F:69])=[C:42]([C:2]2[CH:23]=[C:22]([O:24][CH2:25][C:26]([F:27])([F:28])[F:29])[CH:21]=[C:4]([CH2:5][O:6][C:7]3[CH:12]=[CH:11][CH:10]=[CH:9][C:8]=3[CH2:13][C:14]([O:16][C:17]([CH3:20])([CH3:19])[CH3:18])=[O:15])[CH:3]=2)[CH:43]=[CH:44][CH:45]=1)[CH3:39])=[O:36])([CH3:31])([CH3:32])[CH3:33]. (4) Given the reactants [O:1]=[C:2]1[N:6]([CH:7]([CH2:11][C:12]2[CH:17]=[CH:16][CH:15]=[CH:14][CH:13]=2)[C:8]([OH:10])=[O:9])[C:5](=[S:18])[NH:4][CH2:3]1.[Br:19][C:20]1[CH:21]=[C:22]2[C:26](=[CH:27][CH:28]=1)[NH:25][C:24](=[O:29])[C:23]2=O.C(OC(=O)C)(=O)C, predict the reaction product. The product is: [Br:19][C:20]1[CH:21]=[C:22]2[C:26](=[CH:27][CH:28]=1)[NH:25][C:24](=[O:29])[C:23]2=[C:3]1[C:2](=[O:1])[N:6]([CH:7]([CH2:11][C:12]2[CH:17]=[CH:16][CH:15]=[CH:14][CH:13]=2)[C:8]([OH:10])=[O:9])[C:5](=[S:18])[NH:4]1. (5) Given the reactants C(OC(=O)COC1C=CC(CNC2C=C3C(=CC=2)N=CC(C#N)=C3NC2C=CC(F)=C(Cl)C=2)=CC=1Br)(C)(C)C.C([O:44][C:45](=[O:79])[CH2:46][O:47][C:48]1[CH:53]=[CH:52][C:51]([CH2:54][NH:55][C:56]2[CH:57]=[C:58]3[C:63](=[CH:64][CH:65]=2)[N:62]=[CH:61][C:60]([C:66]#[N:67])=[C:59]3[NH:68][C:69]2[CH:74]=[CH:73][C:72]([F:75])=[C:71]([Cl:76])[CH:70]=2)=[CH:50][C:49]=1[C:77]#[N:78])(C)(C)C, predict the reaction product. The product is: [Cl:76][C:71]1[CH:70]=[C:69]([NH:68][C:59]2[C:58]3[C:63](=[CH:64][CH:65]=[C:56]([NH:55][CH2:54][C:51]4[CH:52]=[CH:53][C:48]([O:47][CH2:46][C:45]([OH:79])=[O:44])=[C:49]([C:77]#[N:78])[CH:50]=4)[CH:57]=3)[N:62]=[CH:61][C:60]=2[C:66]#[N:67])[CH:74]=[CH:73][C:72]=1[F:75].